Dataset: Catalyst prediction with 721,799 reactions and 888 catalyst types from USPTO. Task: Predict which catalyst facilitates the given reaction. (1) Product: [ClH:1].[CH3:8][O:9][C:10]1[CH:11]=[CH:12][C:13]([C:14]([O:16][CH2:17][C:18]([NH2:21])([CH3:20])[CH3:19])=[O:15])=[CH:29][CH:30]=1. The catalyst class is: 2. Reactant: [ClH:1].O1CCOCC1.[CH3:8][O:9][C:10]1[CH:30]=[CH:29][C:13]([C:14]([O:16][CH2:17][C:18]([NH:21]C(OC(C)(C)C)=O)([CH3:20])[CH3:19])=[O:15])=[CH:12][CH:11]=1. (2) Reactant: Cl[C:2]1[C:11]2[C:6](=[CH:7][CH:8]=[CH:9][CH:10]=2)[N:5]=[CH:4][C:3]=1[N+:12]([O-:14])=[O:13].[CH3:15][C:16]1([CH2:21][CH2:22][CH2:23][NH2:24])[O:20][CH2:19][CH2:18][O:17]1.C(N(CC)CC)C. Product: [CH3:15][C:16]1([CH2:21][CH2:22][CH2:23][NH:24][C:2]2[C:11]3[C:6](=[CH:7][CH:8]=[CH:9][CH:10]=3)[N:5]=[CH:4][C:3]=2[N+:12]([O-:14])=[O:13])[O:20][CH2:19][CH2:18][O:17]1. The catalyst class is: 4. (3) Reactant: Cl[C:2]1[N:7]=[C:6]([C:8]([O:10][CH3:11])=[O:9])[CH:5]=[C:4]([CH3:12])[N:3]=1.[CH3:13][O-:14].[Na+]. Product: [CH3:13][O:14][C:2]1[N:7]=[C:6]([C:8]([O:10][CH3:11])=[O:9])[CH:5]=[C:4]([CH3:12])[N:3]=1. The catalyst class is: 5. (4) Reactant: [O:1]=[C:2]1[C:6]2[N:7]=[N:8][C:9]3[CH:10]=[CH:11][CH:12]=[CH:13][C:14]=3[C:5]=2[NH:4][N:3]1[C:15]1[CH:23]=[CH:22][C:18]([C:19](Cl)=[O:20])=[CH:17][CH:16]=1.C(N(C(C)C)CC)(C)C.[CH:33]1([NH:39][CH2:40][CH2:41][CH2:42][NH2:43])[CH2:38][CH2:37][CH2:36][CH2:35][CH2:34]1.O. Product: [CH:33]1([NH:39][CH2:40][CH2:41][CH2:42][NH:43][C:19](=[O:20])[C:18]2[CH:22]=[CH:23][C:15]([N:3]3[C:2](=[O:1])[C:6]4[N:7]=[N:8][C:9]5[CH:10]=[CH:11][CH:12]=[CH:13][C:14]=5[C:5]=4[NH:4]3)=[CH:16][CH:17]=2)[CH2:38][CH2:37][CH2:36][CH2:35][CH2:34]1. The catalyst class is: 44. (5) Reactant: [F:1][C:2]1[CH:3]=[C:4](Br)[CH:5]=[C:6]([F:9])[C:7]=1[F:8].C(=O)([O-])[O-].[K+].[K+].[CH:17]([C:19]1[CH:24]=[CH:23][C:22](OB(O)O)=[CH:21][CH:20]=1)=[O:18]. Product: [F:1][C:2]1[CH:3]=[C:4]([C:22]2[CH:23]=[CH:24][C:19]([CH:17]=[O:18])=[CH:20][CH:21]=2)[CH:5]=[C:6]([F:9])[C:7]=1[F:8]. The catalyst class is: 1.